This data is from hERG Central: cardiac toxicity at 1µM, 10µM, and general inhibition. The task is: Predict hERG channel inhibition at various concentrations. (1) The compound is COc1ccc(CCNC(=O)c2ccc(Cl)c(S(=O)(=O)N3CCCC3)c2)cc1. Results: hERG_inhib (hERG inhibition (general)): blocker. (2) Results: hERG_inhib (hERG inhibition (general)): blocker. The molecule is CC1(C)CC(=O)C(C=NCC2CCN(C(=S)Nc3cccc(Cl)c3)CC2)=C(O)C1. (3) The compound is Cc1ccc2cc(C(c3nnnn3C3CCCC3)N(Cc3cccnc3)Cc3ccco3)c(=O)[nH]c2c1. Results: hERG_inhib (hERG inhibition (general)): blocker.